Dataset: Peptide-MHC class II binding affinity with 134,281 pairs from IEDB. Task: Regression. Given a peptide amino acid sequence and an MHC pseudo amino acid sequence, predict their binding affinity value. This is MHC class II binding data. (1) The peptide sequence is YKKLRTSSFALNLPT. The MHC is DRB3_0101 with pseudo-sequence DRB3_0101. The binding affinity (normalized) is 0.563. (2) The peptide sequence is ECKYFAATQFEPLAA. The MHC is HLA-DPA10201-DPB11401 with pseudo-sequence HLA-DPA10201-DPB11401. The binding affinity (normalized) is 0.645. (3) The peptide sequence is KRWIILGLNKIVRMYSPTSI. The MHC is HLA-DQA10101-DQB10501 with pseudo-sequence HLA-DQA10101-DQB10501. The binding affinity (normalized) is 0.409.